From a dataset of Forward reaction prediction with 1.9M reactions from USPTO patents (1976-2016). Predict the product of the given reaction. (1) Given the reactants FC(F)(F)S(O[C:7]1[CH:16]=[CH:15][C:14]2[C:9](=[CH:10][CH:11]=[CH:12][C:13]=2[O:17][CH3:18])[CH:8]=1)(=O)=O.[CH3:21][N:22](C=O)C, predict the reaction product. The product is: [CH3:18][O:17][C:13]1[CH:12]=[CH:11][CH:10]=[C:9]2[C:14]=1[CH:15]=[CH:16][C:7]([C:21]#[N:22])=[CH:8]2. (2) Given the reactants [CH3:1][N:2]1[C:6]2=[N:7][CH:8]=[C:9]([N+:15]([O-])=O)[C:10]([C:11]([F:14])([F:13])[F:12])=[C:5]2[C:4]([C:18]2[CH2:19][CH2:20][N:21]([C:24]([O:26][C:27]([CH3:30])([CH3:29])[CH3:28])=[O:25])[CH2:22][CH:23]=2)=[CH:3]1, predict the reaction product. The product is: [NH2:15][C:9]1[C:10]([C:11]([F:12])([F:14])[F:13])=[C:5]2[C:4]([CH:18]3[CH2:23][CH2:22][N:21]([C:24]([O:26][C:27]([CH3:30])([CH3:28])[CH3:29])=[O:25])[CH2:20][CH2:19]3)=[CH:3][N:2]([CH3:1])[C:6]2=[N:7][CH:8]=1. (3) Given the reactants B([C:4]1[CH:22]=[CH:21][C:7]([C:8]([NH:10][C:11]2[CH:16]=[CH:15][C:14]([C:17]([CH3:20])([CH3:19])[CH3:18])=[CH:13][CH:12]=2)=[O:9])=[CH:6][CH:5]=1)(O)O.Br[C:24]1[C:29]([N+:30]([O-:32])=[O:31])=[CH:28][CH:27]=[CH:26][N:25]=1.C([O-])([O-])=O.[Na+].[Na+], predict the reaction product. The product is: [C:17]([C:14]1[CH:15]=[CH:16][C:11]([NH:10][C:8](=[O:9])[C:7]2[CH:21]=[CH:22][C:4]([C:24]3[C:29]([N+:30]([O-:32])=[O:31])=[CH:28][CH:27]=[CH:26][N:25]=3)=[CH:5][CH:6]=2)=[CH:12][CH:13]=1)([CH3:20])([CH3:19])[CH3:18]. (4) Given the reactants [OH:1][C:2]1[CH:7]=[CH:6][C:5]([CH2:8][C:9]([OH:11])=[O:10])=[CH:4][C:3]=1[O:12][CH3:13].[CH3:14][C:15](OC(C)=O)=[O:16], predict the reaction product. The product is: [C:15]([O:1][C:2]1[CH:7]=[CH:6][C:5]([CH2:8][C:9]([OH:11])=[O:10])=[CH:4][C:3]=1[O:12][CH3:13])(=[O:16])[CH3:14]. (5) Given the reactants [Cl:1][C:2]1[CH:3]=[C:4]([NH:16][C:17]2[C:26]3[C:21](=[CH:22][CH:23]=[CH:24][C:25]=3[O:27][CH2:28][CH2:29][NH:30][CH2:31][CH:32]3[CH2:34][CH2:33]3)[N:20]=[CH:19][N:18]=2)[CH:5]=[CH:6][C:7]=1[O:8][CH2:9][C:10]1[CH:15]=[CH:14][CH:13]=[CH:12][N:11]=1.[C:35](Cl)(=[O:37])[CH3:36], predict the reaction product. The product is: [Cl:1][C:2]1[CH:3]=[C:4]([NH:16][C:17]2[C:26]3[C:21](=[CH:22][CH:23]=[CH:24][C:25]=3[O:27][CH2:28][CH2:29][N:30]([CH2:31][CH:32]3[CH2:34][CH2:33]3)[C:35](=[O:37])[CH3:36])[N:20]=[CH:19][N:18]=2)[CH:5]=[CH:6][C:7]=1[O:8][CH2:9][C:10]1[CH:15]=[CH:14][CH:13]=[CH:12][N:11]=1. (6) The product is: [C:49]([C:47]1[CH:48]=[N:44][N:45]([C:6]2[CH:5]=[C:4]([CH3:17])[C:3]([C:18]3[C:22](=[O:23])[CH2:21][CH:20]([CH2:24][CH2:25][NH:26][C:27]([C:29]4[CH:34]=[CH:33][CH:32]=[CH:31][N:30]=4)=[O:28])[C:19]=3[O:35][CH3:36])=[C:2]([CH3:1])[CH:7]=2)[CH:46]=1)#[N:50]. Given the reactants [CH3:1][C:2]1[CH:7]=[C:6](B2OC(C)(C)C(C)(C)O2)[CH:5]=[C:4]([CH3:17])[C:3]=1[C:18]1[C:22](=[O:23])[CH2:21][CH:20]([CH2:24][CH2:25][NH:26][C:27]([C:29]2[CH:34]=[CH:33][CH:32]=[CH:31][N:30]=2)=[O:28])[C:19]=1[O:35][CH3:36].C(=O)([O-])[O-].[K+].[K+].Cl.[NH:44]1[CH:48]=[C:47]([C:49]#[N:50])[CH:46]=[N:45]1.C(N(CC([O-])=O)CC([O-])=O)CN(CC([O-])=O)CC([O-])=O.[Na+].[Na+].[Na+].[Na+], predict the reaction product.